This data is from Catalyst prediction with 721,799 reactions and 888 catalyst types from USPTO. The task is: Predict which catalyst facilitates the given reaction. (1) Reactant: [F:1][C:2]1[CH:7]=[C:6]([N+:8]([O-:10])=[O:9])[CH:5]=[C:4](F)[C:3]=1[N:12]1[CH2:17][CH2:16][N:15]([CH:18]2[CH2:21][O:20][CH2:19]2)[CH2:14][CH2:13]1.[CH3:22][O-:23].[Na+]. Product: [F:1][C:2]1[CH:7]=[C:6]([N+:8]([O-:10])=[O:9])[CH:5]=[C:4]([O:23][CH3:22])[C:3]=1[N:12]1[CH2:17][CH2:16][N:15]([CH:18]2[CH2:19][O:20][CH2:21]2)[CH2:14][CH2:13]1. The catalyst class is: 376. (2) Reactant: [Cl-].[Cl:2][CH:3]=[N+:4]([CH3:6])[CH3:5].C([Si](C(C)C)(C(C)C)[N:11]1[CH:15]=[CH:14][CH:13]=[CH:12]1)(C)C. Product: [Cl-:2].[CH3:5][N+:4]([CH3:6])=[CH:3][C:14]1[CH:13]=[CH:12][NH:11][CH:15]=1. The catalyst class is: 2.